Dataset: Forward reaction prediction with 1.9M reactions from USPTO patents (1976-2016). Task: Predict the product of the given reaction. (1) Given the reactants [CH2:1]([O:3][C:4]([N:6]1[CH:11]2[CH2:12][CH2:13][CH:7]1[CH2:8][CH:9]([N:14]1[CH2:19][CH2:18][C:17]([O:23][CH3:24])([C:20]([OH:22])=O)[CH2:16][CH2:15]1)[CH2:10]2)=[O:5])[CH3:2].Cl.[CH3:26][C:27]1([NH2:31])[CH2:30][CH2:29][CH2:28]1.CN(C(ON1N=NC2C=CC=NC1=2)=[N+](C)C)C.F[P-](F)(F)(F)(F)F.CCN(C(C)C)C(C)C, predict the reaction product. The product is: [CH3:24][O:23][C:17]1([C:20](=[O:22])[NH:31][C:27]2([CH3:26])[CH2:30][CH2:29][CH2:28]2)[CH2:16][CH2:15][N:14]([CH:9]2[CH2:8][CH:7]3[N:6]([C:4]([O:3][CH2:1][CH3:2])=[O:5])[CH:11]([CH2:12][CH2:13]3)[CH2:10]2)[CH2:19][CH2:18]1. (2) Given the reactants [NH2:1][C:2]1[CH:7]=[CH:6][C:5]([N:8]([CH2:16][CH2:17][N:18]2[CH:22]=[CH:21][CH:20]=[N:19]2)[C:9](=[O:15])[O:10][C:11]([CH3:14])([CH3:13])[CH3:12])=[CH:4][CH:3]=1.[CH3:23][C:24]1[CH:29]=[CH:28][C:27]([C:30]2[CH2:35][CH2:34][CH2:33][CH2:32][C:31]=2[C:36](O)=[O:37])=[CH:26][CH:25]=1.O.ON1C2C=CC=CC=2N=N1.Cl.CN(C)CCCN=C=NCC, predict the reaction product. The product is: [CH3:23][C:24]1[CH:29]=[CH:28][C:27]([C:30]2[CH2:35][CH2:34][CH2:33][CH2:32][C:31]=2[C:36]([NH:1][C:2]2[CH:7]=[CH:6][C:5]([N:8]([CH2:16][CH2:17][N:18]3[CH:22]=[CH:21][CH:20]=[N:19]3)[C:9](=[O:15])[O:10][C:11]([CH3:14])([CH3:12])[CH3:13])=[CH:4][CH:3]=2)=[O:37])=[CH:26][CH:25]=1. (3) Given the reactants [CH:1]12[CH2:10][CH:5]3[CH2:6][CH:7]([CH2:9][CH:3]([CH2:4]3)[CH:2]1[NH:11][C:12]([C:14]1[CH:15]=[N:16][N:17]([C:20]3[CH:25]=[CH:24][CH:23]=[CH:22][CH:21]=3)[C:18]=1Cl)=[O:13])[CH2:8]2.[CH3:26][CH:27]1[CH2:31][CH2:30][CH:29]([CH3:32])[NH:28]1, predict the reaction product. The product is: [CH:1]12[CH2:10][CH:5]3[CH2:6][CH:7]([CH2:9][CH:3]([CH2:4]3)[CH:2]1[NH:11][C:12]([C:14]1[CH:15]=[N:16][N:17]([C:20]3[CH:25]=[CH:24][CH:23]=[CH:22][CH:21]=3)[C:18]=1[N:28]1[CH:29]([CH3:32])[CH2:30][CH2:31][CH:27]1[CH3:26])=[O:13])[CH2:8]2. (4) Given the reactants [C@@H:1]1([N:8]2[C:16](=[O:17])[C:15]3[C:10](=[CH:11][CH:12]=[CH:13][CH:14]=3)[C:9]2=[O:18])[CH2:7][CH2:6][CH2:5]CC=[CH:2]1.[Br:19]N1C(=O)CCC1=O.[CH2:27]([OH:29])[CH3:28], predict the reaction product. The product is: [Br:19][C@@H:2]1[C@@H:27]([OH:29])[CH2:28][CH2:5][CH2:6][CH2:7][C@H:1]1[N:8]1[C:16](=[O:17])[C:15]2[C:10](=[CH:11][CH:12]=[CH:13][CH:14]=2)[C:9]1=[O:18]. (5) The product is: [CH2:2]([O:9][C:10]1[CH:15]=[CH:14][C:13]([C:20]2([OH:24])[CH2:21][CH2:22][CH2:23][C:18]([CH3:25])([CH3:17])[CH2:19]2)=[CH:12][CH:11]=1)[C:3]1[CH:8]=[CH:7][CH:6]=[CH:5][CH:4]=1. Given the reactants [Mg].[CH2:2]([O:9][C:10]1[CH:15]=[CH:14][C:13](Br)=[CH:12][CH:11]=1)[C:3]1[CH:8]=[CH:7][CH:6]=[CH:5][CH:4]=1.[CH3:17][C:18]1([CH3:25])[CH2:23][CH2:22][CH2:21][C:20](=[O:24])[CH2:19]1, predict the reaction product. (6) Given the reactants C([C:3]1[C:12]2[C:7](=[CH:8][CH:9]=[CH:10][CH:11]=2)[CH:6]=[CH:5][CH:4]=1)C.[CH2:13]=[O:14].S(=O)(=O)(O)O.[CH2:20](C1C=CC=CC=1)[CH3:21], predict the reaction product. The product is: [CH2:20]([C:13]([C:6]1[C:7]2[C:12](=[CH:11][CH:10]=[CH:9][CH:8]=2)[CH:3]=[CH:4][CH:5]=1)=[O:14])[CH3:21].